This data is from Full USPTO retrosynthesis dataset with 1.9M reactions from patents (1976-2016). The task is: Predict the reactants needed to synthesize the given product. (1) The reactants are: Cl[C:2]1[C:3]2[NH:10][N:9]=[CH:8][C:4]=2[N:5]=[CH:6][N:7]=1.[O:11]([C:18]1[CH:23]=[CH:22][C:21]([OH:24])=[CH:20][CH:19]=1)[C:12]1[CH:17]=[CH:16][CH:15]=[CH:14][CH:13]=1.C(=O)([O-])[O-].[Cs+].[Cs+].CN(C=O)C. Given the product [O:11]([C:18]1[CH:19]=[CH:20][C:21]([O:24][C:2]2[C:3]3[NH:10][N:9]=[CH:8][C:4]=3[N:5]=[CH:6][N:7]=2)=[CH:22][CH:23]=1)[C:12]1[CH:13]=[CH:14][CH:15]=[CH:16][CH:17]=1, predict the reactants needed to synthesize it. (2) Given the product [CH3:44][N:40]1[CH2:41][CH2:36][CH:15]([N:14]2[CH2:13][CH2:12][CH2:16][CH2:17][C:18]3[CH:19]=[C:20]([NH:24][C:25]([C:27]4[S:28][CH:29]=[CH:30][CH:31]=4)=[NH:26])[CH:21]=[CH:22][C:23]2=3)[CH2:38][CH2:39]1, predict the reactants needed to synthesize it. The reactants are: CN([CH2:12][CH2:13][N:14]1[C:23]2[C:18](=[CH:19][C:20]([NH:24][C:25]([C:27]3[S:28][CH:29]=[CH:30][CH:31]=3)=[NH:26])=[CH:21][CH:22]=2)[CH2:17][CH2:16][C:15]1=O)C(=O)OC1C=CC=CC=1.NC1C=[C:36]2[C:41](=CC=1)[N:40]([CH2:44]CN(C)C(=O)OC1C=CC=CC=1)[C:39](=O)[CH2:38]C2. (3) Given the product [F:32][C:30]1[CH:31]=[C:26]([O:25][CH2:24][C:18]2[CH:23]=[CH:22][CH:21]=[CH:20][CH:19]=2)[C:27]([F:34])=[CH:28][C:29]=1[N:13]1[C:14]2[C:10](=[C:9]([O:8][CH2:7][C:1]3[CH:2]=[CH:3][CH:4]=[CH:5][CH:6]=3)[CH:17]=[CH:16][CH:15]=2)[CH:11]=[CH:12]1, predict the reactants needed to synthesize it. The reactants are: [C:1]1([CH2:7][O:8][C:9]2[CH:17]=[CH:16][CH:15]=[C:14]3[C:10]=2[CH:11]=[CH:12][NH:13]3)[CH:6]=[CH:5][CH:4]=[CH:3][CH:2]=1.[C:18]1([CH2:24][O:25][C:26]2[CH:31]=[C:30]([F:32])[C:29](Br)=[CH:28][C:27]=2[F:34])[CH:23]=[CH:22][CH:21]=[CH:20][CH:19]=1.[O-]P([O-])([O-])=O.[K+].[K+].[K+].N1CCC[C@H]1C(O)=O. (4) The reactants are: [CH3:1][N:2]([CH3:19])[CH2:3][CH2:4][CH:5]([N:13]1[CH:17]=[C:16]([NH2:18])[CH:15]=[N:14]1)[C:6]1[CH:7]=[C:8](C)[CH:9]=[CH:10][CH:11]=1.[Cl:20]C1C=C(C(=O)C)C=CC=1. Given the product [Cl:20][C:8]1[CH:7]=[C:6]([CH:5]([N:13]2[CH:17]=[C:16]([NH2:18])[CH:15]=[N:14]2)[CH2:4][CH2:3][N:2]([CH3:19])[CH3:1])[CH:11]=[CH:10][CH:9]=1, predict the reactants needed to synthesize it. (5) Given the product [CH2:1]([N:8]1[CH2:22][CH2:21][Si:18]([CH3:20])([CH3:19])[CH2:17][CH2:16]1)[C:2]1[CH:7]=[CH:6][CH:5]=[CH:4][CH:3]=1, predict the reactants needed to synthesize it. The reactants are: [CH2:1]([NH2:8])[C:2]1[CH:7]=[CH:6][CH:5]=[CH:4][CH:3]=1.C([O-])([O-])=O.[K+].[K+].Br[CH2:16][CH2:17][Si:18]([CH2:21][CH2:22]Br)([CH3:20])[CH3:19].O. (6) Given the product [Cl:21][C:6]1[CH:5]=[C:4]([N:22]2[C:27](=[O:28])[NH:26][C:25](=[O:29])[C:24]([C:30]#[N:31])=[N:23]2)[CH:3]=[C:2]([Cl:1])[C:7]=1[O:8][C:9]1[CH:14]=[C:13]([CH:15]([CH3:17])[CH3:16])[C:12](=[O:18])[N:11]([CH2:19][O:20][C:32](=[O:38])[CH2:33][CH2:34][C:35]([OH:37])=[O:36])[N:10]=1, predict the reactants needed to synthesize it. The reactants are: [Cl:1][C:2]1[CH:3]=[C:4]([N:22]2[C:27](=[O:28])[NH:26][C:25](=[O:29])[C:24]([C:30]#[N:31])=[N:23]2)[CH:5]=[C:6]([Cl:21])[C:7]=1[O:8][C:9]1[CH:14]=[C:13]([CH:15]([CH3:17])[CH3:16])[C:12](=[O:18])[N:11]([CH2:19][OH:20])[N:10]=1.[C:32]1(=[O:38])[O:37][C:35](=[O:36])[CH2:34][CH2:33]1.C(N(CC)C(C)C)(C)C.[Cl-].[NH4+].